Predict which catalyst facilitates the given reaction. From a dataset of Catalyst prediction with 721,799 reactions and 888 catalyst types from USPTO. (1) Reactant: [CH3:1][O:2][C:3]1[CH:18]=[C:17]([C:19]([F:22])([F:21])[F:20])[CH:16]=[C:15]([S:23][CH3:24])[C:4]=1[C:5]([NH:7][CH:8]1[C:13](=O)[CH2:12][CH2:11][O:10][CH2:9]1)=[O:6].C(O)(=O)C.[NH:29]1[CH2:33][CH2:32][CH2:31][CH2:30]1.C(O[BH-](OC(=O)C)OC(=O)C)(=O)C.[Na+]. Product: [CH3:1][O:2][C:3]1[CH:18]=[C:17]([C:19]([F:20])([F:22])[F:21])[CH:16]=[C:15]([S:23][CH3:24])[C:4]=1[C:5]([NH:7][C@H:8]1[C@@H:13]([N:29]2[CH2:33][CH2:32][CH2:31][CH2:30]2)[CH2:12][CH2:11][O:10][CH2:9]1)=[O:6]. The catalyst class is: 7. (2) Reactant: [CH3:1][N:2]1[C@@H:18]2[CH2:19][C:7]3[CH:8]=[CH:9][C:10]([O:22][CH3:23])=[C:11]4[O:12][C@H:13]5[C:14]([O:20][CH3:21])=[CH:15][CH:16]=[C:17]2[C@:5]5([C:6]=34)[CH2:4][CH2:3]1.C(O)C.C(CN)O. Product: [CH3:1][N:2]1[C@@H:18]2[CH2:19][C:7]3[CH:8]=[CH:9][C:10]([O:22][CH3:23])=[C:11]4[O:12][C@H:13]5[C:14]([O:20][CH3:21])=[CH:15][CH2:16][C@@H:17]2[C@:5]5([C:6]=34)[CH2:4][CH2:3]1. The catalyst class is: 6.